Dataset: Reaction yield outcomes from USPTO patents with 853,638 reactions. Task: Predict the reaction yield, written as a fraction of the theoretical maximum amount of product (1.0 means a 100% yield; for example, 0.34 means a 34% yield). (1) The reactants are [O:1]1[CH:5]=[C:4]([C:6]([OH:8])=O)[N:3]=[CH:2]1.C(N(CC)C(C)C)(C)C.F[P-](F)(F)(F)(F)F.C[N+](C)=C(N(C)C)ON1C2N=CC=CC=2N=N1.[Cl:42][C:43]1[CH:44]=[C:45]([CH:47]=[CH:48][C:49]=1[F:50])[NH2:46].C([O-])(O)=O.[Na+]. The catalyst is CN(C)C=O. The product is [Cl:42][C:43]1[CH:44]=[C:45]([NH:46][C:6]([C:4]2[N:3]=[CH:2][O:1][CH:5]=2)=[O:8])[CH:47]=[CH:48][C:49]=1[F:50]. The yield is 0.930. (2) The reactants are [C:1]([N:4]1[C:13]2[C:8](=[CH:9][C:10](B3OC(C)(C)C(C)(C)O3)=[CH:11][CH:12]=2)[C@H:7]([NH:23][C:24]2[CH:31]=[CH:30][C:27]([C:28]#[N:29])=[CH:26][N:25]=2)[CH2:6][C@@H:5]1[CH3:32])(=[O:3])[CH3:2].Br[C:34]1[CH:43]=[CH:42][C:37]([C:38]([O:40][CH3:41])=[O:39])=[CH:36][N:35]=1.[C:44](=O)([O-])[O-].[K+].[K+].C1(C)C=CC=CC=1. The catalyst is C1C=CC([P]([Pd]([P](C2C=CC=CC=2)(C2C=CC=CC=2)C2C=CC=CC=2)([P](C2C=CC=CC=2)(C2C=CC=CC=2)C2C=CC=CC=2)[P](C2C=CC=CC=2)(C2C=CC=CC=2)C2C=CC=CC=2)(C2C=CC=CC=2)C2C=CC=CC=2)=CC=1.C(O)C. The product is [C:1]([N:4]1[C:13]2[C:8](=[CH:9][C:10]([C:34]3[CH:43]=[CH:42][C:37]([C:38]([O:40][CH2:41][CH3:44])=[O:39])=[CH:36][N:35]=3)=[CH:11][CH:12]=2)[C@H:7]([NH:23][C:24]2[CH:31]=[CH:30][C:27]([C:28]#[N:29])=[CH:26][N:25]=2)[CH2:6][C@@H:5]1[CH3:32])(=[O:3])[CH3:2]. The yield is 0.712. (3) The reactants are C1(N[C:8](=[O:29])[CH2:9][CH2:10][CH2:11][CH2:12][CH2:13][CH2:14][C:15]([C:17]2[CH:22]=[CH:21][C:20]([C:23]3[CH:28]=[CH:27][CH:26]=[CH:25][CH:24]=3)=CC=2)=[O:16])C=CC=CC=1.[C:30]1([NH2:37])[CH:35]=[CH:34][CH:33]=[CH:32][C:31]=1[NH2:36].N[C:39]1C=CC=CC=1. No catalyst specified. The product is [NH2:36][C:31]1[CH:32]=[CH:33][CH:34]=[CH:35][C:30]=1[NH:37][C:8](=[O:29])[CH2:9][CH:10]([CH3:39])[CH2:11][CH2:12][CH2:13][CH2:14][C:15]([C:17]1[C:24]2[C:23](=[CH:28][CH:27]=[CH:26][CH:25]=2)[CH:20]=[CH:21][CH:22]=1)=[O:16]. The yield is 0.870. (4) The reactants are [Br:1][C:2]1[C:3]([NH:9][CH3:10])=[N:4][C:5](Cl)=[N:6][CH:7]=1.[CH3:11][N:12]1[C:16]([CH3:17])=[C:15]([NH2:18])[CH:14]=[N:13]1.C(O)(C(F)(F)F)=O. The catalyst is COCCO. The product is [Br:1][C:2]1[C:3]([NH:9][CH3:10])=[N:4][C:5]([NH:18][C:15]2[CH:14]=[N:13][N:12]([CH3:11])[C:16]=2[CH3:17])=[N:6][CH:7]=1. The yield is 0.170. (5) The reactants are [I:1][C:2]1[CH:10]=[CH:9][C:5]([C:6]([OH:8])=[O:7])=[CH:4][C:3]=1[N+:11]([O-:13])=[O:12].S(=O)(=O)(O)O.[CH3:19]O. No catalyst specified. The product is [CH3:19][O:7][C:6](=[O:8])[C:5]1[CH:9]=[CH:10][C:2]([I:1])=[C:3]([N+:11]([O-:13])=[O:12])[CH:4]=1. The yield is 0.770. (6) The product is [CH2:1]([C:5]1[CH:6]=[C:7]([CH:8]=[C:9]([OH:11])[CH:10]=1)[O:12][CH2:20][C:21]1[C:29]2[C:24](=[CH:25][CH:26]=[CH:27][CH:28]=2)[N:23]([C:30]([O:32][C:33]([CH3:36])([CH3:35])[CH3:34])=[O:31])[CH:22]=1)[CH2:2][CH2:3][CH3:4]. The reactants are [CH2:1]([C:5]1[CH:6]=[C:7]([OH:12])[CH:8]=[C:9]([OH:11])[CH:10]=1)[CH2:2][CH2:3][CH3:4].CC([O-])(C)C.[K+].Br[CH2:20][C:21]1[C:29]2[C:24](=[CH:25][CH:26]=[CH:27][CH:28]=2)[N:23]([C:30]([O:32][C:33]([CH3:36])([CH3:35])[CH3:34])=[O:31])[CH:22]=1. The yield is 0.200. The catalyst is CN(C)C=O.ClCCl. (7) The reactants are Cl[C:2]1[C:7]2[S:8][C:9]3[C:14]([N+:15]([O-:17])=[O:16])=[CH:13][CH:12]=[CH:11][C:10]=3[C:6]=2[N:5]=[CH:4][N:3]=1.[Br:18][C:19]1[CH:20]=[C:21]([CH:23]=[CH:24][CH:25]=1)[NH2:22].Cl.BrC1C=C(C=CC=1)N. The catalyst is C(O)(C)C. The product is [Br:18][C:19]1[CH:20]=[C:21]([NH:22][C:2]2[C:7]3[S:8][C:9]4[C:14]([N+:15]([O-:17])=[O:16])=[CH:13][CH:12]=[CH:11][C:10]=4[C:6]=3[N:5]=[CH:4][N:3]=2)[CH:23]=[CH:24][CH:25]=1. The yield is 0.670.